Dataset: Reaction yield outcomes from USPTO patents with 853,638 reactions. Task: Predict the reaction yield, written as a fraction of the theoretical maximum amount of product (1.0 means a 100% yield; for example, 0.34 means a 34% yield). (1) The product is [CH:1]1([NH:4][C:5](=[O:6])[C:7]2[CH:12]=[CH:11][C:10]([CH3:13])=[C:9]([C:14]3[CH:15]=[C:16]4[C:17]([C:20]([C:21]5[CH:26]=[CH:25][CH:24]=[CH:23][CH:22]=5)=[N:29][C:30](=[O:31])[NH:28]4)=[CH:18][CH:19]=3)[CH:8]=2)[CH2:3][CH2:2]1. The catalyst is C(O)(=O)C. The reactants are [CH:1]1([NH:4][C:5]([C:7]2[CH:8]=[C:9]([C:14]3[CH:19]=[CH:18][C:17]([C:20](=O)[C:21]4[CH:26]=[CH:25][CH:24]=[CH:23][CH:22]=4)=[C:16]([NH2:28])[CH:15]=3)[C:10]([CH3:13])=[CH:11][CH:12]=2)=[O:6])[CH2:3][CH2:2]1.[NH2:29][C:30](N)=[O:31]. The yield is 0.590. (2) The reactants are [H-].[Na+].[N:3]1[CH:8]=[CH:7][CH:6]=[C:5]([OH:9])[CH:4]=1.[N+](C1C=C(S(O[CH2:23][C@@H:24]2[CH2:26][O:25]2)(=O)=O)C=CC=1)([O-])=O. The catalyst is CN(C)C=O. The product is [O:25]1[CH2:26][CH:24]1[CH2:23][O:9][C:5]1[CH:4]=[N:3][CH:8]=[CH:7][CH:6]=1. The yield is 0.250.